Task: Predict which catalyst facilitates the given reaction.. Dataset: Catalyst prediction with 721,799 reactions and 888 catalyst types from USPTO (1) Reactant: [Br:1][C:2]1[CH:3]=[CH:4][C:5]([F:28])=[C:6]([C:8](=[N:21][S:22]([C:24]([CH3:27])([CH3:26])[CH3:25])=[O:23])[C:9]([F:20])([F:19])[CH2:10][O:11][Si:12]([C:15]([CH3:18])([CH3:17])[CH3:16])([CH3:14])[CH3:13])[CH:7]=1.[CH3:29][Mg+].[Br-]. Product: [Br:1][C:2]1[CH:3]=[CH:4][C:5]([F:28])=[C:6]([C:8]([NH:21][S:22]([C:24]([CH3:27])([CH3:26])[CH3:25])=[O:23])([C:9]([F:20])([F:19])[CH2:10][O:11][Si:12]([C:15]([CH3:18])([CH3:16])[CH3:17])([CH3:14])[CH3:13])[CH3:29])[CH:7]=1. The catalyst class is: 27. (2) Reactant: [CH2:1]([O:8][C@@H:9]1[C@@H:17]([C:18](=[N:20][S:21]([C:23]([CH3:26])([CH3:25])[CH3:24])=[O:22])[CH3:19])[O:16][C@H:15]2[C@H:11]([N:12]=[C:13]([N:27]([CH3:29])[CH3:28])[S:14]2)[C@H:10]1[O:30][CH2:31][C:32]1[CH:37]=[CH:36][CH:35]=[CH:34][CH:33]=1)[C:2]1[CH:7]=[CH:6][CH:5]=[CH:4][CH:3]=1.[BH4-].[Na+]. Product: [CH2:1]([O:8][C@@H:9]1[C@@H:17]([CH:18]([NH:20][S:21]([C:23]([CH3:24])([CH3:25])[CH3:26])=[O:22])[CH3:19])[O:16][C@H:15]2[C@H:11]([N:12]=[C:13]([N:27]([CH3:29])[CH3:28])[S:14]2)[C@H:10]1[O:30][CH2:31][C:32]1[CH:33]=[CH:34][CH:35]=[CH:36][CH:37]=1)[C:2]1[CH:7]=[CH:6][CH:5]=[CH:4][CH:3]=1. The catalyst class is: 5. (3) Reactant: [C:1]([C:5]1[CH:48]=[CH:47][C:8]([C:9]([NH:11][C@@H:12]([CH2:20][C:21]2[CH:26]=[CH:25][C:24]([C:27]3[N:32]=[CH:31][C:30]([C:33]4[CH:38]=[CH:37][C:36]([O:39][CH2:40][CH2:41][CH2:42][CH2:43][CH2:44][CH2:45][CH3:46])=[CH:35][CH:34]=4)=[CH:29][N:28]=3)=[CH:23][CH:22]=2)[C:13]([NH:15][CH2:16][C:17](O)=[O:18])=[O:14])=[O:10])=[CH:7][CH:6]=1)([CH3:4])([CH3:3])[CH3:2].[CH3:49][S:50]([NH2:53])(=[O:52])=[O:51].CN(C(ON1N=NC2C=CC=NC1=2)=[N+](C)C)C.F[P-](F)(F)(F)(F)F. Product: [C:1]([C:5]1[CH:6]=[CH:7][C:8]([C:9]([NH:11][C@@H:12]([CH2:20][C:21]2[CH:26]=[CH:25][C:24]([C:27]3[N:32]=[CH:31][C:30]([C:33]4[CH:34]=[CH:35][C:36]([O:39][CH2:40][CH2:41][CH2:42][CH2:43][CH2:44][CH2:45][CH3:46])=[CH:37][CH:38]=4)=[CH:29][N:28]=3)=[CH:23][CH:22]=2)[C:13]([NH:15][CH2:16][C:17]([NH:53][S:50]([CH3:49])(=[O:52])=[O:51])=[O:18])=[O:14])=[O:10])=[CH:47][CH:48]=1)([CH3:3])([CH3:2])[CH3:4]. The catalyst class is: 79.